The task is: Predict the reaction yield, written as a fraction of the theoretical maximum amount of product (1.0 means a 100% yield; for example, 0.34 means a 34% yield).. This data is from Reaction yield outcomes from USPTO patents with 853,638 reactions. (1) The reactants are [Br:1][C:2]1[CH:7]=[CH:6][C:5](/[CH:8]=[CH:9]/[C:10]2[NH:11][CH:12]=[C:13]([C:15]3[CH:20]=[CH:19][C:18]([Cl:21])=[CH:17][C:16]=3[Cl:22])[N:14]=2)=[CH:4][CH:3]=1.[CH2:23](Br)[CH3:24]. No catalyst specified. The product is [Br:1][C:2]1[CH:7]=[CH:6][C:5](/[CH:8]=[CH:9]/[C:10]2[N:11]([CH2:23][CH3:24])[CH:12]=[C:13]([C:15]3[CH:20]=[CH:19][C:18]([Cl:21])=[CH:17][C:16]=3[Cl:22])[N:14]=2)=[CH:4][CH:3]=1. The yield is 0.870. (2) The reactants are [F:1][C:2]1[CH:8]=[C:7]([C:9]([F:12])([F:11])[F:10])[CH:6]=[CH:5][C:3]=1[NH2:4].[Cl:13]N1C(=O)CCC1=O. The catalyst is C(#N)C. The product is [Cl:13][C:5]1[CH:6]=[C:7]([C:9]([F:10])([F:11])[F:12])[CH:8]=[C:2]([F:1])[C:3]=1[NH2:4]. The yield is 0.710.